This data is from Catalyst prediction with 721,799 reactions and 888 catalyst types from USPTO. The task is: Predict which catalyst facilitates the given reaction. (1) Reactant: C([O:4][CH2:5][CH2:6][C:7]1[CH:8]=[C:9]2[C:13](=[CH:14][CH:15]=1)[NH:12][CH:11]=[C:10]2[C:16](=[O:35])[CH:17]([C:27]1[CH:32]=[N:31][C:30]([O:33][CH3:34])=[CH:29][N:28]=1)[NH:18][C:19]1[CH:20]=[N:21][CH:22]=[C:23]([O:25][CH3:26])[CH:24]=1)(=O)C.C(=O)([O-])[O-].[K+].[K+]. Product: [OH:4][CH2:5][CH2:6][C:7]1[CH:8]=[C:9]2[C:13](=[CH:14][CH:15]=1)[NH:12][CH:11]=[C:10]2[C:16](=[O:35])[CH:17]([C:27]1[CH:32]=[N:31][C:30]([O:33][CH3:34])=[CH:29][N:28]=1)[NH:18][C:19]1[CH:20]=[N:21][CH:22]=[C:23]([O:25][CH3:26])[CH:24]=1. The catalyst class is: 36. (2) Reactant: [CH:1]1([CH2:4][N:5]2[C:13]3[N:12]=[C:11]([CH2:14][C:15]4[CH:20]=[CH:19][C:18]([N:21]([CH3:50])[C:22]([C:24]5[S:28][C:27]([NH:29]C(C6C=CC=CC=6)(C6C=CC=CC=6)C6C=CC=CC=6)=[N:26][C:25]=5[CH3:49])=[O:23])=[CH:17][CH:16]=4)[NH:10][C:9]=3[C:8](=[O:51])[N:7]([CH2:52][C:53]3[CH:58]=[CH:57][CH:56]=[CH:55][C:54]=3[F:59])[C:6]2=[O:60])[CH2:3][CH2:2]1.FC(F)(F)C(O)=O.C([SiH](CC)CC)C. Product: [CH:1]1([CH2:4][N:5]2[C:13]3[N:12]=[C:11]([CH2:14][C:15]4[CH:16]=[CH:17][C:18]([N:21]([CH3:50])[C:22]([C:24]5[S:28][C:27]([NH2:29])=[N:26][C:25]=5[CH3:49])=[O:23])=[CH:19][CH:20]=4)[NH:10][C:9]=3[C:8](=[O:51])[N:7]([CH2:52][C:53]3[CH:58]=[CH:57][CH:56]=[CH:55][C:54]=3[F:59])[C:6]2=[O:60])[CH2:3][CH2:2]1. The catalyst class is: 4.